From a dataset of Catalyst prediction with 721,799 reactions and 888 catalyst types from USPTO. Predict which catalyst facilitates the given reaction. (1) Reactant: C([O-])(=O)C.[NH4+:5].[C:6]([C:9]1[CH:10]=[C:11]([C:15]2[N:16]([CH3:27])[C:17]3[C:22]([C:23]=2[C:24]#[N:25])=[CH:21][CH:20]=[C:19]([Cl:26])[CH:18]=3)[CH:12]=[N:13][CH:14]=1)(=[O:8])[CH3:7].C(O[BH-](OC(=O)C)OC(=O)C)(=O)C.[Na+]. Product: [Cl:26][C:19]1[CH:18]=[C:17]2[C:22]([C:23]([C:24]#[N:25])=[C:15]([C:11]3[CH:12]=[N:13][CH:14]=[C:9]([CH:6]([OH:8])[CH3:7])[CH:10]=3)[N:16]2[CH3:27])=[CH:21][CH:20]=1.[NH2:5][CH:6]([C:9]1[CH:10]=[C:11]([C:15]2[N:16]([CH3:27])[C:17]3[C:22]([C:23]=2[C:24]#[N:25])=[CH:21][CH:20]=[C:19]([Cl:26])[CH:18]=3)[CH:12]=[N:13][CH:14]=1)[CH3:7]. The catalyst class is: 125. (2) Reactant: O.O.O.[F-].C([N+](CCCC)(CCCC)CCCC)CCC.[F:22][C:23]1[C:31]([F:32])=[CH:30][C:29]([O:33][Si](C(C)C)(C(C)C)C(C)C)=[CH:28][C:24]=1[C:25]([OH:27])=[O:26].O. Product: [F:22][C:23]1[C:31]([F:32])=[CH:30][C:29]([OH:33])=[CH:28][C:24]=1[C:25]([OH:27])=[O:26]. The catalyst class is: 7. (3) Reactant: [S:1]1[C:13]2[C:12]3[CH:11]=[CH:10][CH:9]=[CH:8][C:7]=3[N:6]=[CH:5][C:4]=2[N:3]=[C:2]1S.[OH-].[Na+].OO. Product: [S:1]1[C:13]2[C:12]3[CH:11]=[CH:10][CH:9]=[CH:8][C:7]=3[N:6]=[CH:5][C:4]=2[N:3]=[CH:2]1. The catalyst class is: 801. (4) Reactant: [Cl:1][C:2]1[CH:7]=[CH:6][C:5]([N:8]2[C:16](=[O:17])[C:15]3[N:14]=[CH:13][N:12]([C:18]4[CH:19]=[C:20]([NH:24][S:25]([CH3:28])(=[O:27])=[O:26])[CH:21]=[CH:22][CH:23]=4)[C:11]=3[N:10]=[C:9]2[C:29]2[CH:34]=[CH:33][C:32](B3OC(C)(C)C(C)(C)O3)=[CH:31][CH:30]=2)=[CH:4][CH:3]=1.[NH2:44][C:45]1[CH:46]=[CH:47][C:48](Br)=[N:49][CH:50]=1.C(=O)([O-])[O-].[Cs+].[Cs+]. Product: [NH2:44][C:45]1[CH:46]=[CH:47][C:48]([C:32]2[CH:31]=[CH:30][C:29]([C:9]3[N:8]([C:5]4[CH:4]=[CH:3][C:2]([Cl:1])=[CH:7][CH:6]=4)[C:16](=[O:17])[C:15]4[N:14]=[CH:13][N:12]([C:18]5[CH:19]=[C:20]([NH:24][S:25]([CH3:28])(=[O:26])=[O:27])[CH:21]=[CH:22][CH:23]=5)[C:11]=4[N:10]=3)=[CH:34][CH:33]=2)=[N:49][CH:50]=1. The catalyst class is: 423. (5) Reactant: [NH2:1][C:2]1[C:3](OC2C=CC(F)=CC=2F)=[C:4](C2C3C=CN(S(C4C=CC(C)=CC=4)(=O)=O)C=3C(=O)N(C)C=2)[CH:5]=[CH:6][C:7]=1[NH2:8].[CH:39]([O-])([O-])OCC.O.C1(C)C=CC(S(O)(=O)=O)=CC=1. Product: [N:1]1[C:2]2[CH:3]=[CH:4][CH:5]=[CH:6][C:7]=2[NH:8][CH:39]=1. The catalyst class is: 7. (6) Reactant: [F:1][C:2]1[CH:7]=[CH:6][C:5]([C:8]2[N:9]=[C:10]([CH:20]([CH3:22])[CH3:21])[NH:11][C:12]=2[C:13]2[CH:18]=[CH:17][CH:16]=[C:15]([CH3:19])[N:14]=2)=[CH:4][C:3]=1B1OC(C)(C)C(C)(C)O1.Br[C:33]1[CH:38]=[CH:37][C:36]([S:39]([F:42])(=[O:41])=[O:40])=[CH:35][CH:34]=1.C(=O)([O-])[O-].[Na+].[Na+].O. Product: [F:1][C:2]1[CH:7]=[CH:6][C:5]([C:8]2[N:9]=[C:10]([CH:20]([CH3:22])[CH3:21])[NH:11][C:12]=2[C:13]2[CH:18]=[CH:17][CH:16]=[C:15]([CH3:19])[N:14]=2)=[CH:4][C:3]=1[C:33]1[CH:38]=[CH:37][C:36]([S:39]([F:42])(=[O:41])=[O:40])=[CH:35][CH:34]=1. The catalyst class is: 837. (7) Reactant: [O:1]=[S:2]1(=[O:60])[CH2:7][CH2:6][N:5]([CH2:8][CH2:9][CH2:10][NH:11][CH2:12][C@:13]23[CH2:56][CH2:55][C@@H:54]([C:57]([CH3:59])=[CH2:58])[C@@H:14]2[C@@H:15]2[C@@:28]([CH3:31])([CH2:29][CH2:30]3)[C@@:27]3([CH3:32])[C@@H:18]([C@:19]4([CH3:53])[C@@H:24]([CH2:25][CH2:26]3)[C:23]([CH3:34])([CH3:33])[C:22]([C:35]3[CH2:40][CH2:39][C@:38]([CH2:51][F:52])([C:41]([O:43]CC5C=CC=CC=5)=[O:42])[CH2:37][CH:36]=3)=[CH:21][CH2:20]4)[CH2:17][CH2:16]2)[CH2:4][CH2:3]1.[OH-].[Na+]. The catalyst class is: 169. Product: [O:60]=[S:2]1(=[O:1])[CH2:3][CH2:4][N:5]([CH2:8][CH2:9][CH2:10][NH:11][CH2:12][C@:13]23[CH2:56][CH2:55][C@@H:54]([C:57]([CH3:59])=[CH2:58])[C@@H:14]2[C@@H:15]2[C@@:28]([CH3:31])([CH2:29][CH2:30]3)[C@@:27]3([CH3:32])[C@@H:18]([C@:19]4([CH3:53])[C@@H:24]([CH2:25][CH2:26]3)[C:23]([CH3:34])([CH3:33])[C:22]([C:35]3[CH2:40][CH2:39][C@:38]([CH2:51][F:52])([C:41]([OH:43])=[O:42])[CH2:37][CH:36]=3)=[CH:21][CH2:20]4)[CH2:17][CH2:16]2)[CH2:6][CH2:7]1.